From a dataset of Reaction yield outcomes from USPTO patents with 853,638 reactions. Predict the reaction yield, written as a fraction of the theoretical maximum amount of product (1.0 means a 100% yield; for example, 0.34 means a 34% yield). (1) The reactants are C(OC(=O)[N:7]([C:15]1[S:16][C:17]([CH2:21][C:22]2[C:30]3[C:25](=[N:26][CH:27]=[CH:28][CH:29]=3)[NH:24][CH:23]=2)=[C:18]([Cl:20])[N:19]=1)[CH2:8][C:9]1[CH:14]=[CH:13][N:12]=[CH:11][CH:10]=1)(C)(C)C.Cl.C(=O)(O)[O-].[Na+]. The catalyst is ClCCl. The product is [Cl:20][C:18]1[N:19]=[C:15]([NH:7][CH2:8][C:9]2[CH:14]=[CH:13][N:12]=[CH:11][CH:10]=2)[S:16][C:17]=1[CH2:21][C:22]1[C:30]2[C:25](=[N:26][CH:27]=[CH:28][CH:29]=2)[NH:24][CH:23]=1. The yield is 0.700. (2) The reactants are Br[C:2]1[CH:7]=[CH:6][C:5]([Br:8])=[CH:4][C:3]=1[S:9]([OH:12])(=[O:11])=[O:10].[Na].[CH3:14][C:15](N(C)C)=O. The catalyst is [Cu].O. The product is [Br:8][C:5]1[CH:4]=[C:3]([S:9]([OH:12])(=[O:11])=[O:10])[C:2]([C:2]2[C:3]([S:9]([OH:12])(=[O:11])=[O:10])=[CH:4][C:5]([Br:8])=[CH:14][CH:15]=2)=[CH:7][CH:6]=1. The yield is 0.860. (3) The reactants are [CH3:1][O:2][C:3]([C:5]1[NH:6][CH:7]=[C:8]([C:17]2[CH:22]=[CH:21][N:20]=[CH:19][CH:18]=2)[C:9]=1[C:10]1[CH:15]=[CH:14][C:13]([F:16])=[CH:12][CH:11]=1)=[O:4].[CH3:23]I. No catalyst specified. The product is [CH3:1][O:2][C:3]([C:5]1[N:6]([CH3:23])[CH:7]=[C:8]([C:17]2[CH:22]=[CH:21][N:20]=[CH:19][CH:18]=2)[C:9]=1[C:10]1[CH:11]=[CH:12][C:13]([F:16])=[CH:14][CH:15]=1)=[O:4]. The yield is 0.900. (4) The reactants are [Cl:1][C:2]1[C:11]([OH:12])=[CH:10][CH:9]=[C:8]2[C:3]=1[CH:4]=[N:5][C:6]([NH:13][C:14]1[CH:19]=[CH:18][C:17]([C:20]([N:22]3[CH2:27][CH2:26][O:25][CH2:24][CH2:23]3)=[O:21])=[CH:16][CH:15]=1)=[N:7]2.C1([O:34][S:35]([C:38]([F:41])([F:40])[F:39])(=O)=[O:36])C=CC=CC=1.CCN(C(C)C)C(C)C. The catalyst is CN1C(=O)CCC1. The product is [F:39][C:38]([F:41])([F:40])[S:35]([O:12][C:11]1[C:2]([Cl:1])=[C:3]2[C:8](=[CH:9][CH:10]=1)[N:7]=[C:6]([NH:13][C:14]1[CH:19]=[CH:18][C:17]([C:20]([N:22]3[CH2:27][CH2:26][O:25][CH2:24][CH2:23]3)=[O:21])=[CH:16][CH:15]=1)[N:5]=[CH:4]2)(=[O:36])=[O:34]. The yield is 0.800. (5) No catalyst specified. The reactants are [N:1]1[N:5]2[CH:6]=[CH:7][C:8](=O)[NH:9][C:4]2=[CH:3][CH:2]=1.P(Cl)(Cl)([Cl:13])=O. The yield is 0.530. The product is [Cl:13][C:8]1[CH:7]=[CH:6][N:5]2[N:1]=[CH:2][CH:3]=[C:4]2[N:9]=1. (6) The reactants are [CH3:1][CH:2]1[CH2:7][O:6][CH2:5][CH2:4][NH:3]1.[Br:8][C:9]1[C:10]2[O:19][C:18]([CH:20]=O)=[CH:17][C:11]=2[C:12](=[O:16])[N:13]([CH3:15])[CH:14]=1. The catalyst is CO.C(O)(=O)C. The product is [Br:8][C:9]1[C:10]2[O:19][C:18]([CH2:20][N:3]3[CH2:4][CH2:5][O:6][CH2:7][CH:2]3[CH3:1])=[CH:17][C:11]=2[C:12](=[O:16])[N:13]([CH3:15])[CH:14]=1. The yield is 0.420.